Dataset: Peptide-MHC class II binding affinity with 134,281 pairs from IEDB. Task: Regression. Given a peptide amino acid sequence and an MHC pseudo amino acid sequence, predict their binding affinity value. This is MHC class II binding data. The peptide sequence is IAFFRKEPLKECGGI. The MHC is DRB5_0101 with pseudo-sequence DRB5_0101. The binding affinity (normalized) is 0.599.